Predict the product of the given reaction. From a dataset of Forward reaction prediction with 1.9M reactions from USPTO patents (1976-2016). Given the reactants O=[C:2]([CH3:13])[CH2:3][CH2:4][CH2:5][CH2:6][CH2:7][CH2:8][C:9]([O:11][CH3:12])=[O:10].[NH2:14][C:15]1[C:20]([CH:21]=O)=[CH:19][CH:18]=[CH:17][N:16]=1.N1CCC[C@H]1C(O)=O, predict the reaction product. The product is: [CH3:12][O:11][C:9](=[O:10])[CH2:8][CH2:7][CH2:6][CH2:5][CH2:4][CH2:3][C:2]1[CH:13]=[CH:21][C:20]2[C:15](=[N:16][CH:17]=[CH:18][CH:19]=2)[N:14]=1.